From a dataset of Reaction yield outcomes from USPTO patents with 853,638 reactions. Predict the reaction yield, written as a fraction of the theoretical maximum amount of product (1.0 means a 100% yield; for example, 0.34 means a 34% yield). (1) The reactants are C([O:4][CH2:5][C@@H:6]1[C@@H:11]([O:12]C(=O)C)[C@H:10]([OH:16])[C@H:9]([OH:17])[C@@H:8]([C:18]2[CH:23]=[CH:22][CH:21]=[CH:20][C:19]=2[C:24]2[CH:29]=[CH:28][CH:27]=[C:26]([C:30](=[O:33])[NH:31][CH3:32])[CH:25]=2)[O:7]1)(=O)C.CO[Na].CO. The catalyst is CO. The product is [CH3:32][NH:31][C:30]([C:26]1[CH:25]=[C:24]([C:19]2[CH:20]=[CH:21][CH:22]=[CH:23][C:18]=2[C@@H:8]2[C@@H:9]([OH:17])[C@@H:10]([OH:16])[C@H:11]([OH:12])[C@@H:6]([CH2:5][OH:4])[O:7]2)[CH:29]=[CH:28][CH:27]=1)=[O:33]. The yield is 0.400. (2) The reactants are [CH3:1][N:2]([C:15]1[CH:16]=[CH:17][CH:18]=[C:19]2[C:23]=1[NH:22][C:21]([C:24]1[S:25][CH:26]=[CH:27][N:28]=1)=[CH:20]2)[S:3]([C:6]1[CH:10]=[CH:9][S:8][C:7]=1[C:11]([O:13]C)=[O:12])(=[O:5])=[O:4].[OH-].[Na+]. The catalyst is CO.O1CCCC1. The product is [CH3:1][N:2]([C:15]1[CH:16]=[CH:17][CH:18]=[C:19]2[C:23]=1[NH:22][C:21]([C:24]1[S:25][CH:26]=[CH:27][N:28]=1)=[CH:20]2)[S:3]([C:6]1[CH:10]=[CH:9][S:8][C:7]=1[C:11]([OH:13])=[O:12])(=[O:5])=[O:4]. The yield is 0.800. (3) The reactants are [Cl:1][C:2]1[CH:3]=[C:4]([C@@H:12]([CH2:16][CH:17]2[CH2:21][CH2:20][CH2:19][CH2:18]2)[C:13]([OH:15])=O)[CH:5]=[CH:6][C:7]=1[S:8]([CH3:11])(=[O:10])=[O:9].C(Cl)(=O)C(Cl)=O.[NH2:28][C:29]1[CH:38]=[CH:37][C:36]2[C:31](=[CH:32][CH:33]=[CH:34][CH:35]=2)[N:30]=1.N1C=CC=CC=1. The catalyst is C(Cl)Cl.CN(C)C=O.O. The product is [Cl:1][C:2]1[CH:3]=[C:4]([C@@H:12]([CH2:16][CH:17]2[CH2:21][CH2:20][CH2:19][CH2:18]2)[C:13]([NH:28][C:29]2[CH:38]=[CH:37][C:36]3[C:31](=[CH:32][CH:33]=[CH:34][CH:35]=3)[N:30]=2)=[O:15])[CH:5]=[CH:6][C:7]=1[S:8]([CH3:11])(=[O:9])=[O:10]. The yield is 0.340. (4) The reactants are C([O:3][C:4](=O)[CH2:5][C:6]1[N:7]=[C:8]([NH2:11])[S:9][CH:10]=1)C.[NH4+:13].[OH-]. No catalyst specified. The product is [NH2:11][C:8]1[S:9][CH:10]=[C:6]([CH2:5][C:4]([NH2:13])=[O:3])[N:7]=1. The yield is 0.474.